This data is from Full USPTO retrosynthesis dataset with 1.9M reactions from patents (1976-2016). The task is: Predict the reactants needed to synthesize the given product. (1) Given the product [CH:1]([O:4][C:5](=[O:30])[O:6][CH:7]1[CH:11]([OH:12])[CH:10]([CH2:13][OH:14])[O:9][CH:8]1[N:15]1[C:19]2[N:20]=[C:21]([NH2:24])[N:22]=[CH:23][C:18]=2[S:17][C:16]1=[O:29])([CH3:3])[CH3:2], predict the reactants needed to synthesize it. The reactants are: [CH:1]([O:4][C:5](=[O:30])[O:6][CH:7]1[CH:11]([OH:12])[CH:10]([CH2:13][OH:14])[O:9][CH:8]1[N:15]1[C:19]2[N:20]=[C:21]([N:24]=CN(C)C)[N:22]=[CH:23][C:18]=2[S:17][C:16]1=[O:29])([CH3:3])[CH3:2].CC(O)=O. (2) Given the product [NH:2]1[CH:6]=[C:5]([C:7]([CH3:12])([CH3:11])[C:8]([NH:13][C@@H:14]([CH2:32][O:33][CH2:34][C:35]2[CH:36]=[CH:37][CH:38]=[CH:39][CH:40]=2)[C:15]([NH:17][C:18]2[CH:19]=[CH:20][C:21]([O:24][C:25]3[CH:30]=[CH:29][C:28]([F:31])=[CH:27][CH:26]=3)=[CH:22][CH:23]=2)=[O:16])=[O:10])[N:4]=[CH:3]1, predict the reactants needed to synthesize it. The reactants are: Cl.[NH:2]1[CH:6]=[C:5]([C:7]([CH3:12])([CH3:11])[C:8]([OH:10])=O)[N:4]=[CH:3]1.[NH2:13][C@@H:14]([CH2:32][O:33][CH2:34][C:35]1[CH:40]=[CH:39][CH:38]=[CH:37][CH:36]=1)[C:15]([NH:17][C:18]1[CH:23]=[CH:22][C:21]([O:24][C:25]2[CH:30]=[CH:29][C:28]([F:31])=[CH:27][CH:26]=2)=[CH:20][CH:19]=1)=[O:16].